From a dataset of Full USPTO retrosynthesis dataset with 1.9M reactions from patents (1976-2016). Predict the reactants needed to synthesize the given product. (1) The reactants are: [CH2:1]([O:5][CH2:6][CH2:7][OH:8])[CH2:2][CH2:3][CH3:4].CS(C)=O.[H-].[Na+].S(OCC1CCC=CC1)([C:18]1[CH:24]=[CH:23][C:21]([CH3:22])=[CH:20][CH:19]=1)(=O)=O. Given the product [CH2:1]([O:5][CH2:6][CH2:7][O:8][CH2:22][CH:21]1[CH2:23][CH2:24][CH2:18][CH:19]=[CH:20]1)[CH2:2][CH2:3][CH3:4], predict the reactants needed to synthesize it. (2) The reactants are: [C:1]([C:5]1[CH:10]=[CH:9][C:8]([C:11]2[N:12]([C:31](Cl)=[O:32])[C@H:13]([C:24]3[CH:29]=[CH:28][C:27]([Cl:30])=[CH:26][CH:25]=3)[C@@:14]([C:17]3[CH:22]=[CH:21][C:20]([Cl:23])=[CH:19][CH:18]=3)([CH3:16])[N:15]=2)=[C:7]([O:34][CH2:35][CH3:36])[CH:6]=1)([CH3:4])([CH3:3])[CH3:2].Cl.Cl.CS(CCC[N:46]1[CH2:51][CH2:50][NH:49][CH2:48][CH2:47]1)(=O)=O. Given the product [C:1]([C:5]1[CH:10]=[CH:9][C:8]([C:11]2[N:12]([C:31]([N:46]3[CH2:51][CH2:50][NH:49][CH2:48][CH2:47]3)=[O:32])[C@H:13]([C:24]3[CH:25]=[CH:26][C:27]([Cl:30])=[CH:28][CH:29]=3)[C@@:14]([C:17]3[CH:22]=[CH:21][C:20]([Cl:23])=[CH:19][CH:18]=3)([CH3:16])[N:15]=2)=[C:7]([O:34][CH2:35][CH3:36])[CH:6]=1)([CH3:4])([CH3:3])[CH3:2], predict the reactants needed to synthesize it. (3) Given the product [F:19][C:20]1[C:25]([F:26])=[CH:24][CH:23]=[CH:22][C:21]=1[C@@H:27]1[CH2:38][CH2:37][C@@H:36]([OH:39])[C:30]2=[N+:31]([O-:35])[CH:32]=[CH:33][CH:34]=[C:29]2[CH2:28]1, predict the reactants needed to synthesize it. The reactants are: CCCC[N+](CCCC)(CCCC)CCCC.[F-].[F:19][C:20]1[C:25]([F:26])=[CH:24][CH:23]=[CH:22][C:21]=1[C@@H:27]1[CH2:38][CH2:37][C@@H:36]([O:39][Si](C(C)C)(C(C)C)C(C)C)[C:30]2=[N+:31]([O-:35])[CH:32]=[CH:33][CH:34]=[C:29]2[CH2:28]1. (4) Given the product [Br:21][C:22]1[CH:23]=[C:24]([CH:28]([CH2:6][C:5]2[CH:8]=[CH:9][C:2]([Cl:1])=[CH:3][CH:4]=2)[CH:29]([OH:31])[CH3:30])[CH:25]=[N:26][CH:27]=1, predict the reactants needed to synthesize it. The reactants are: [Cl:1][C:2]1[CH:9]=[CH:8][C:5]([CH2:6]Cl)=[CH:4][CH:3]=1.BrC1C=C(CC(=O)C)C=CC=1.[Br:21][C:22]1[CH:23]=[C:24]([CH2:28][C:29](=[O:31])[CH3:30])[CH:25]=[N:26][CH:27]=1. (5) Given the product [Cl:9][CH2:10][CH2:11][C:12]([NH:1][C:2]1[CH:7]=[CH:6][C:5]([OH:8])=[CH:4][CH:3]=1)=[O:13], predict the reactants needed to synthesize it. The reactants are: [NH2:1][C:2]1[CH:7]=[CH:6][C:5]([OH:8])=[CH:4][CH:3]=1.[Cl:9][CH2:10][CH2:11][C:12](Cl)=[O:13].